From a dataset of Catalyst prediction with 721,799 reactions and 888 catalyst types from USPTO. Predict which catalyst facilitates the given reaction. (1) Reactant: Cl[C:2]1[O:3][C:4]2[C:5](=[C:7]([C:11]([O:13][CH3:14])=[O:12])[CH:8]=[CH:9][CH:10]=2)[N:6]=1.[CH2:15]([C@H:17]1[CH2:22][O:21][CH2:20][C@H:19]([CH3:23])[NH:18]1)[CH3:16]. Product: [CH2:15]([C@@H:17]1[N:18]([C:2]2[O:3][C:4]3[C:5](=[C:7]([C:11]([O:13][CH3:14])=[O:12])[CH:8]=[CH:9][CH:10]=3)[N:6]=2)[C@@H:19]([CH3:23])[CH2:20][O:21][CH2:22]1)[CH3:16]. The catalyst class is: 1. (2) Reactant: [N+:1]([C:4]1[C:9]2[NH:10][CH2:11][CH2:12][NH:13][C:14](=[O:15])[C:8]=2[CH:7]=[CH:6][CH:5]=1)([O-:3])=[O:2].[H-].[Na+].[CH2:18](Br)[CH:19]=[CH2:20]. Product: [CH2:20]([N:10]1[C:9]2[C:4]([N+:1]([O-:3])=[O:2])=[CH:5][CH:6]=[CH:7][C:8]=2[C:14](=[O:15])[NH:13][CH2:12][CH2:11]1)[CH:19]=[CH2:18]. The catalyst class is: 3. (3) Reactant: [CH2:1]([NH:3][C:4]([NH:6][C:7]1[S:8][C:9]2[C:15]([C:16]#[CH:17])=[CH:14][C:13]([C:18]3[CH:19]=[N:20][C:21]([N:24]4[CH2:29][CH2:28][C:27]([CH3:33])([C:30]([OH:32])=[O:31])[CH2:26][CH2:25]4)=[N:22][CH:23]=3)=[CH:12][C:10]=2[N:11]=1)=[O:5])[CH3:2].Br[C:35]1[CH:40]=[CH:39][CH:38]=[C:37]([O:41][CH3:42])[N:36]=1.CCN(C(C)C)C(C)C.CCCCCC. Product: [CH2:1]([NH:3][C:4]([NH:6][C:7]1[S:8][C:9]2[C:15]([C:16]#[C:17][C:35]3[CH:40]=[CH:39][CH:38]=[C:37]([O:41][CH3:42])[N:36]=3)=[CH:14][C:13]([C:18]3[CH:23]=[N:22][C:21]([N:24]4[CH2:25][CH2:26][C:27]([CH3:33])([C:30]([OH:32])=[O:31])[CH2:28][CH2:29]4)=[N:20][CH:19]=3)=[CH:12][C:10]=2[N:11]=1)=[O:5])[CH3:2]. The catalyst class is: 555. (4) Reactant: [OH:1][CH2:2][CH2:3][N:4]1[CH:8]=[C:7]([C:9]([NH:11][CH2:12][C:13]2[CH:18]=[CH:17][C:16]([C:19]([F:22])([F:21])[F:20])=[CH:15][CH:14]=2)=[O:10])[C:6]([O:23][CH:24]([CH3:26])[CH3:25])=[N:5]1.[CH2:27]([C:29]1[C:30](O)=[C:31]([CH2:35][C:36]([O:38]C)=[O:37])[CH:32]=[CH:33][CH:34]=1)[CH3:28].C(P(CCCC)CCCC)CCC.N(C(N1CCCCC1)=O)=NC(N1CCCCC1)=O.O1CCCC1CO.[OH-].[Na+].Cl. Product: [CH2:27]([C:29]1[C:30]([O:1][CH2:2][CH2:3][N:4]2[CH:8]=[C:7]([C:9]([NH:11][CH2:12][C:13]3[CH:18]=[CH:17][C:16]([C:19]([F:20])([F:22])[F:21])=[CH:15][CH:14]=3)=[O:10])[C:6]([O:23][CH:24]([CH3:26])[CH3:25])=[N:5]2)=[C:31]([CH2:35][C:36]([OH:38])=[O:37])[CH:32]=[CH:33][CH:34]=1)[CH3:28]. The catalyst class is: 7. (5) Reactant: [C:1]([C:4]1[N:5]=[C:6]([Cl:38])[C:7]([NH:25][C@@H:26]2[CH2:30][CH2:29][N:28]([C:31]([O:33][C:34]([CH3:37])([CH3:36])[CH3:35])=[O:32])[CH2:27]2)=[N:8][C:9]=1[NH:10][C:11]1[CH:16]=[CH:15][C:14]([N:17]2[CH2:22][CH2:21][C:20](=O)[CH2:19][CH2:18]2)=[C:13]([CH3:24])[CH:12]=1)(=[O:3])[NH2:2].[CH3:39][N:40]1[CH2:45][CH2:44][NH:43][CH2:42][CH2:41]1.ClCCCl.C(O[BH-](OC(=O)C)OC(=O)C)(=O)C.[Na+]. Product: [C:1]([C:4]1[N:5]=[C:6]([Cl:38])[C:7]([NH:25][C@@H:26]2[CH2:30][CH2:29][N:28]([C:31]([O:33][C:34]([CH3:35])([CH3:37])[CH3:36])=[O:32])[CH2:27]2)=[N:8][C:9]=1[NH:10][C:11]1[CH:16]=[CH:15][C:14]([N:17]2[CH2:22][CH2:21][CH:20]([N:43]3[CH2:44][CH2:45][N:40]([CH3:39])[CH2:41][CH2:42]3)[CH2:19][CH2:18]2)=[C:13]([CH3:24])[CH:12]=1)(=[O:3])[NH2:2]. The catalyst class is: 22.